From a dataset of NCI-60 drug combinations with 297,098 pairs across 59 cell lines. Regression. Given two drug SMILES strings and cell line genomic features, predict the synergy score measuring deviation from expected non-interaction effect. Drug 1: CC1CCC2CC(C(=CC=CC=CC(CC(C(=O)C(C(C(=CC(C(=O)CC(OC(=O)C3CCCCN3C(=O)C(=O)C1(O2)O)C(C)CC4CCC(C(C4)OC)O)C)C)O)OC)C)C)C)OC. Drug 2: CC(C)NC(=O)C1=CC=C(C=C1)CNNC.Cl. Cell line: HS 578T. Synergy scores: CSS=22.5, Synergy_ZIP=-6.56, Synergy_Bliss=-1.79, Synergy_Loewe=-71.4, Synergy_HSA=-2.77.